From a dataset of NCI-60 drug combinations with 297,098 pairs across 59 cell lines. Regression. Given two drug SMILES strings and cell line genomic features, predict the synergy score measuring deviation from expected non-interaction effect. (1) Drug 1: CC1=C(C=C(C=C1)NC2=NC=CC(=N2)N(C)C3=CC4=NN(C(=C4C=C3)C)C)S(=O)(=O)N.Cl. Drug 2: C1CN(P(=O)(OC1)NCCCl)CCCl. Cell line: UO-31. Synergy scores: CSS=9.42, Synergy_ZIP=11.7, Synergy_Bliss=11.9, Synergy_Loewe=13.1, Synergy_HSA=13.4. (2) Drug 1: CCCCCOC(=O)NC1=NC(=O)N(C=C1F)C2C(C(C(O2)C)O)O. Drug 2: C1CN(CCN1C(=O)CCBr)C(=O)CCBr. Synergy scores: CSS=55.2, Synergy_ZIP=4.32, Synergy_Bliss=4.20, Synergy_Loewe=-21.3, Synergy_HSA=1.30. Cell line: MOLT-4. (3) Drug 1: CC1=C(C=C(C=C1)NC(=O)C2=CC=C(C=C2)CN3CCN(CC3)C)NC4=NC=CC(=N4)C5=CN=CC=C5. Drug 2: CC1C(C(CC(O1)OC2CC(OC(C2O)C)OC3=CC4=CC5=C(C(=O)C(C(C5)C(C(=O)C(C(C)O)O)OC)OC6CC(C(C(O6)C)O)OC7CC(C(C(O7)C)O)OC8CC(C(C(O8)C)O)(C)O)C(=C4C(=C3C)O)O)O)O. Cell line: T-47D. Synergy scores: CSS=43.1, Synergy_ZIP=-1.00, Synergy_Bliss=-2.40, Synergy_Loewe=-18.0, Synergy_HSA=-4.06.